This data is from Full USPTO retrosynthesis dataset with 1.9M reactions from patents (1976-2016). The task is: Predict the reactants needed to synthesize the given product. (1) Given the product [CH2:15]([N:14]([CH2:17][C:18]1[CH:19]=[C:20]([C:24]2[CH:29]=[CH:28][N:27]=[C:26]([NH:41][CH2:40][CH2:39][C:35]3[CH:36]=[CH:37][CH:38]=[C:33]([C:32]([F:31])([F:42])[F:43])[CH:34]=3)[N:25]=2)[CH:21]=[CH:22][CH:23]=1)[CH:11]1[CH2:12][CH2:13][NH:8][CH2:9][CH2:10]1)[CH3:16], predict the reactants needed to synthesize it. The reactants are: C(OC([N:8]1[CH2:13][CH2:12][CH:11]([N:14]([CH2:17][C:18]2[CH:23]=[CH:22][CH:21]=[C:20]([C:24]3[CH:29]=[CH:28][N:27]=[C:26](Cl)[N:25]=3)[CH:19]=2)[CH2:15][CH3:16])[CH2:10][CH2:9]1)=O)(C)(C)C.[F:31][C:32]([F:43])([F:42])[C:33]1[CH:34]=[C:35]([CH2:39][CH2:40][NH2:41])[CH:36]=[CH:37][CH:38]=1. (2) Given the product [CH3:1][O:2][C:3]1[CH:11]=[C:10]([C:12]([F:15])([F:14])[F:13])[CH:9]=[C:8]([O:16][CH3:17])[C:4]=1[C:5]([Cl:20])=[O:6], predict the reactants needed to synthesize it. The reactants are: [CH3:1][O:2][C:3]1[CH:11]=[C:10]([C:12]([F:15])([F:14])[F:13])[CH:9]=[C:8]([O:16][CH3:17])[C:4]=1[C:5](O)=[O:6].S(Cl)([Cl:20])=O. (3) Given the product [N:23]([C:13]1[CH:12]=[C:11]2[C:16]([C:17](=[O:18])[C:8]([C:5]3[CH:6]=[CH:7][C:2]([Cl:1])=[CH:3][CH:4]=3)=[C:9]([CH:20]([CH3:22])[CH3:21])[O:10]2)=[CH:15][CH:14]=1)=[N+:24]=[N-:25], predict the reactants needed to synthesize it. The reactants are: [Cl:1][C:2]1[CH:7]=[CH:6][C:5]([C:8]2[C:17](=[O:18])[C:16]3[C:11](=[CH:12][C:13](F)=[CH:14][CH:15]=3)[O:10][C:9]=2[CH:20]([CH3:22])[CH3:21])=[CH:4][CH:3]=1.[N-:23]=[N+:24]=[N-:25].[Na+]. (4) Given the product [O:23]=[C:17]([N:18]1[CH2:22][CH2:21][CH2:20][CH2:19]1)[CH2:16][C:13]1[CH:14]=[CH:15][C:10]([CH2:9][NH2:8])=[CH:11][CH:12]=1, predict the reactants needed to synthesize it. The reactants are: C(OC([NH:8][CH2:9][C:10]1[CH:15]=[CH:14][C:13]([CH2:16][C:17](=[O:23])[N:18]2[CH2:22][CH2:21][CH2:20][CH2:19]2)=[CH:12][CH:11]=1)=O)(C)(C)C.Cl.O1CCOCC1. (5) Given the product [C:1]([C:5]1[CH:6]=[CH:7][C:8]([S:11]([N:14]([C:15]2[CH:20]=[CH:19][C:18]([CH3:21])=[CH:17][CH:16]=2)[CH2:22][C:23]([N:28]([CH2:29][CH2:30][C:31]#[N:32])[CH2:26][CH3:27])=[O:25])(=[O:12])=[O:13])=[CH:9][CH:10]=1)([CH3:2])([CH3:3])[CH3:4], predict the reactants needed to synthesize it. The reactants are: [C:1]([C:5]1[CH:10]=[CH:9][C:8]([S:11]([N:14]([CH2:22][C:23]([OH:25])=O)[C:15]2[CH:20]=[CH:19][C:18]([CH3:21])=[CH:17][CH:16]=2)(=[O:13])=[O:12])=[CH:7][CH:6]=1)([CH3:4])([CH3:3])[CH3:2].[CH2:26]([NH:28][CH2:29][CH2:30][C:31]#[N:32])[CH3:27]. (6) Given the product [Cl:15][C:13]1[CH:12]=[CH:11][C:10]([F:16])=[C:9]([N:7]2[CH2:8][C:4]([CH2:1][CH2:2][CH2:3][OH:41])([C:23]3[CH:24]=[CH:25][CH:26]=[CH:27][CH:28]=3)[C:5]([C:17]([N:19]([O:21][CH3:22])[CH3:20])=[O:18])=[N:6]2)[CH:14]=1, predict the reactants needed to synthesize it. The reactants are: [CH2:1]([C:4]1([C:23]2[CH:28]=[CH:27][CH:26]=[CH:25][CH:24]=2)[CH2:8][N:7]([C:9]2[CH:14]=[C:13]([Cl:15])[CH:12]=[CH:11][C:10]=2[F:16])[N:6]=[C:5]1[C:17]([N:19]([O:21][CH3:22])[CH3:20])=[O:18])[CH:2]=[CH2:3].B1C2CCCC1CCC2.C1C[O:41]CC1. (7) Given the product [Cl:1][C:2]1[CH:3]=[C:4]2[C@@:10]3([CH2:14][CH2:13][N:12]([C:33]([O:32][C:29]([CH3:31])([CH3:30])[CH3:28])=[O:34])[C@@H:11]3[C:15]3[CH:16]=[CH:17][CH:18]=[CH:19][CH:20]=3)[CH2:9][NH:8][C:5]2=[CH:6][CH:7]=1, predict the reactants needed to synthesize it. The reactants are: [Cl:1][C:2]1[CH:3]=[C:4]2[C@@:10]3([CH2:14][CH2:13][NH:12][C@@H:11]3[C:15]3[CH:20]=[CH:19][CH:18]=[CH:17][CH:16]=3)[CH2:9][NH:8][C:5]2=[CH:6][CH:7]=1.CCN(CC)CC.[CH3:28][C:29]([O:32][C:33](O[C:33]([O:32][C:29]([CH3:31])([CH3:30])[CH3:28])=[O:34])=[O:34])([CH3:31])[CH3:30]. (8) The reactants are: [CH2:1]([O:3][C:4]([C:6]1[C:14]2[C:9](=[CH:10][CH:11]=[CH:12][CH:13]=2)[N:8]([CH2:15][C:16]([O:18]C(C)(C)C)=[O:17])[CH:7]=1)=[O:5])[CH3:2].C(O)(C(F)(F)F)=O.O. Given the product [CH2:1]([O:3][C:4]([C:6]1[C:14]2[C:9](=[CH:10][CH:11]=[CH:12][CH:13]=2)[N:8]([CH2:15][C:16]([OH:18])=[O:17])[CH:7]=1)=[O:5])[CH3:2], predict the reactants needed to synthesize it. (9) Given the product [C:1]([O:5][C:6](=[O:14])[N:7]([CH2:9][CH2:10][CH2:11][CH2:12][N:13]1[C:15](=[O:16])[C:19]2[C:18](=[CH:23][CH:22]=[CH:21][CH:20]=2)[C:17]1=[O:24])[CH3:8])([CH3:4])([CH3:2])[CH3:3], predict the reactants needed to synthesize it. The reactants are: [C:1]([O:5][C:6](=[O:14])[N:7]([CH2:9][CH2:10][CH2:11][CH2:12][NH2:13])[CH3:8])([CH3:4])([CH3:3])[CH3:2].[C:15]1(=O)[C:19]2[CH:20]=[CH:21][CH:22]=[CH:23][C:18]=2[C:17](=[O:24])[O:16]1. (10) Given the product [ClH:13].[NH2:11][CH2:10][C:9]1[CH:8]=[CH:7][N:6]=[C:5]2[NH:12][C:2](=[O:1])[CH2:3][C:4]=12, predict the reactants needed to synthesize it. The reactants are: [O:1]=[C:2]1[NH:12][C:5]2[N:6]=[CH:7][CH:8]=[C:9]([C:10]#[N:11])[C:4]=2[CH2:3]1.[ClH:13].